This data is from Full USPTO retrosynthesis dataset with 1.9M reactions from patents (1976-2016). The task is: Predict the reactants needed to synthesize the given product. (1) Given the product [CH2:1]([O:8][C:9]1[CH:10]=[C:11]2[C:15](=[CH:16][CH:17]=1)[N:14]([C:18](=[O:20])[CH3:19])[N:13]=[C:12]2[CH2:21][CH:22]([OH:24])[CH3:23])[C:2]1[CH:7]=[CH:6][CH:5]=[CH:4][CH:3]=1, predict the reactants needed to synthesize it. The reactants are: [CH2:1]([O:8][C:9]1[CH:10]=[C:11]2[C:15](=[CH:16][CH:17]=1)[N:14]([C:18](=[O:20])[CH3:19])[N:13]=[C:12]2[CH2:21][C:22](=[O:24])[CH3:23])[C:2]1[CH:7]=[CH:6][CH:5]=[CH:4][CH:3]=1.[BH4-].[Na+].[NH4+].[Cl-].C(OCC)(=O)C. (2) Given the product [Br:1][C:5]1[C:4]([OH:3])=[CH:13][CH:12]=[C:11]2[C:6]=1[CH:7]=[CH:8][C:9]([C:14]1[C:18]3[CH:19]=[CH:20][C:21]([OH:23])=[CH:22][C:17]=3[O:16][N:15]=1)=[CH:10]2, predict the reactants needed to synthesize it. The reactants are: [Br:1]Br.[OH:3][C:4]1[CH:5]=[C:6]2[C:11](=[CH:12][CH:13]=1)[CH:10]=[C:9]([C:14]1[C:18]3[CH:19]=[CH:20][C:21]([OH:23])=[CH:22][C:17]=3[O:16][N:15]=1)[CH:8]=[CH:7]2.O.